This data is from Full USPTO retrosynthesis dataset with 1.9M reactions from patents (1976-2016). The task is: Predict the reactants needed to synthesize the given product. (1) Given the product [F:24][C:23]([F:26])([F:25])[C:19]1[N:18]=[C:17]([C:15]2[C:14]([C:12]3[CH:11]=[CH:10][C:9]4[N:8]([N:7]=[CH:6][N:5]=4)[CH:13]=3)=[CH:30][NH:28][N:36]=2)[CH:22]=[CH:21][N:20]=1, predict the reactants needed to synthesize it. The reactants are: C(O)(=O)C.[N:5]1[CH:6]=[N:7][N:8]2[CH:13]=[C:12]([CH2:14][C:15]([C:17]3[CH:22]=[CH:21][N:20]=[C:19]([C:23]([F:26])([F:25])[F:24])[N:18]=3)=O)[CH:11]=[CH:10][C:9]=12.C[N:28]([CH:30](OC)OC)C.O.[NH2:36]N. (2) Given the product [CH3:33][O:31][C:30](=[O:32])[CH2:29][N:27]([CH2:22][C:21]1[CH:24]=[CH:25][C:18]([C:16]2[S:17][C:13]([CH2:12][N:8]([C:5]3[CH:6]=[CH:7][C:2]([F:1])=[CH:3][CH:4]=3)[CH:9]([CH3:11])[CH3:10])=[CH:14][CH:15]=2)=[CH:19][CH:20]=1)[CH3:28], predict the reactants needed to synthesize it. The reactants are: [F:1][C:2]1[CH:7]=[CH:6][C:5]([N:8]([CH2:12][C:13]2[S:17][C:16]([C:18]3[CH:25]=[CH:24][C:21]([CH:22]=O)=[CH:20][CH:19]=3)=[CH:15][CH:14]=2)[CH:9]([CH3:11])[CH3:10])=[CH:4][CH:3]=1.Cl.[NH:27]([CH2:29][C:30]([OH:32])=[O:31])[CH3:28].[CH3:33]CN(C(C)C)C(C)C.[BH-](OC(C)=O)(OC(C)=O)OC(C)=O.[Na+]. (3) Given the product [Cl:1][C:2]1[C:3](/[C:9](=[N:24]\[O:25][CH:26]([CH2:28][CH3:29])[CH3:27])/[CH2:10][NH:11][C:12](=[O:23])[C:13]2[CH:18]=[CH:17][CH:16]=[CH:15][C:14]=2[C:19]([F:21])([F:20])[F:22])=[N:4][CH:5]=[C:6]([Cl:8])[CH:7]=1, predict the reactants needed to synthesize it. The reactants are: [Cl:1][C:2]1[C:3]([C:9](=[N:24][O:25][CH:26]([CH2:28][CH3:29])[CH3:27])[CH2:10][NH:11][C:12](=[O:23])[C:13]2[CH:18]=[CH:17][CH:16]=[CH:15][C:14]=2[C:19]([F:22])([F:21])[F:20])=[N:4][CH:5]=[C:6]([Cl:8])[CH:7]=1.C(C1C=CC=CC=1)(=O)C1C=CC=CC=1. (4) Given the product [Br:27][C:23]1[S:24][C:20]2[C:19]3[CH:18]=[CH:17][CH:16]=[CH:15][C:14]=3[CH:13]([CH2:25][CH3:26])[N:12]([S:9]([C:6]3[CH:7]=[CH:8][C:3]([OH:2])=[CH:4][CH:5]=3)(=[O:11])=[O:10])[C:21]=2[CH:22]=1, predict the reactants needed to synthesize it. The reactants are: C[O:2][C:3]1[CH:8]=[CH:7][C:6]([S:9]([N:12]2[C:21]3[CH:22]=[CH:23][S:24][C:20]=3[C:19]3[CH:18]=[CH:17][CH:16]=[CH:15][C:14]=3[CH:13]2[CH2:25][CH3:26])(=[O:11])=[O:10])=[CH:5][CH:4]=1.[Br:27]C1SC2C3C=CC=CC=3C(C)N(S(C3C=CC(O)=CC=3)(=O)=O)C=2C=1. (5) Given the product [CH3:1][O:2][C:3]1[N:4]=[C:5]2[C:10](=[CH:11][CH:12]=1)[N:9]=[CH:8][CH:7]=[C:6]2[NH:13][C:14]([N:16]1[CH2:21][CH2:20][N:19]([CH2:23][CH2:22][C:24]2[CH:33]=[N:32][C:31]3[C:26](=[CH:27][CH:28]=[CH:29][CH:30]=3)[N:25]=2)[CH2:18][CH2:17]1)=[O:15], predict the reactants needed to synthesize it. The reactants are: [CH3:1][O:2][C:3]1[N:4]=[C:5]2[C:10](=[CH:11][CH:12]=1)[N:9]=[CH:8][CH:7]=[C:6]2[NH:13][C:14]([N:16]1[CH2:21][CH2:20][NH:19][CH2:18][CH2:17]1)=[O:15].[CH:22]([C:24]1[CH:33]=[N:32][C:31]2[C:26](=[CH:27][CH:28]=[CH:29][CH:30]=2)[N:25]=1)=[CH2:23].C(O)(=O)C.[OH-].[Na+]. (6) The reactants are: [CH3:1][O:2][C:3](=[O:14])[CH:4]([N:6]1[CH:10]=[C:9]([N+:11]([O-])=O)[N:8]=[CH:7]1)[CH3:5].[F:15][C:16]1[CH:17]=[C:18]2[C:23](=[C:24]([F:26])[CH:25]=1)[CH2:22][CH:21]([NH:27][CH:28]([CH2:32][CH2:33][CH3:34])[C:29](O)=[O:30])[CH2:20][CH2:19]2. Given the product [CH3:1][O:2][C:3](=[O:14])[CH:4]([N:6]1[CH:10]=[C:9]([NH:11][C:29](=[O:30])[CH:28]([NH:27][CH:21]2[CH2:20][CH2:19][C:18]3[C:23](=[C:24]([F:26])[CH:25]=[C:16]([F:15])[CH:17]=3)[CH2:22]2)[CH2:32][CH2:33][CH3:34])[N:8]=[CH:7]1)[CH3:5], predict the reactants needed to synthesize it. (7) Given the product [F:11][C:4]1[CH:3]=[C:2]([Si:13]([CH3:19])([CH3:18])[CH3:12])[CH:7]=[CH:6][C:5]=1[N+:8]([O-:10])=[O:9], predict the reactants needed to synthesize it. The reactants are: Cl[C:2]1[CH:7]=[CH:6][C:5]([N+:8]([O-:10])=[O:9])=[C:4]([F:11])[CH:3]=1.[CH3:12][Si:13]([CH3:19])([CH3:18])[Si:13]([CH3:19])([CH3:18])[CH3:12]. (8) Given the product [CH2:1]([O:3][C:4]([C:5]1[C:11]([OH:12])=[N:19][C:18]([S:17][CH3:16])=[N:20][CH:6]=1)=[O:15])[CH3:2], predict the reactants needed to synthesize it. The reactants are: [CH2:1]([O:3][C:4](=[O:15])[C:5](=[CH:11][O:12]CC)[C:6](OCC)=O)[CH3:2].[CH3:16][S:17][C:18](=[NH:20])[NH2:19].CC[O-].[Na+]. (9) Given the product [CH3:1][O:2][CH2:3][CH2:4][O:5][C:6]1[CH:11]=[CH:10][C:9]2[N:12]=[C:42]([C:41]3[CH:40]=[CH:39][C:38]([C:36]([NH:35][C:31]4[CH:30]=[C:29]5[C:34](=[CH:33][CH:32]=4)[N:26]([CH2:25][CH2:24][N:21]4[CH2:20][CH2:19][O:18][CH2:23][CH2:22]4)[CH:27]=[CH:28]5)=[O:37])=[CH:45][CH:44]=3)[NH:15][C:8]=2[CH:7]=1, predict the reactants needed to synthesize it. The reactants are: [CH3:1][O:2][CH2:3][CH2:4][O:5][C:6]1[CH:11]=[CH:10][C:9]([N+:12]([O-])=O)=[C:8]([N+:15]([O-])=O)[CH:7]=1.[O:18]1[CH2:23][CH2:22][N:21]([CH2:24][CH2:25][N:26]2[C:34]3[C:29](=[CH:30][C:31]([NH:35][C:36]([C:38]4[CH:45]=[CH:44][C:41]([CH:42]=O)=[CH:40][CH:39]=4)=[O:37])=[CH:32][CH:33]=3)[CH:28]=[CH:27]2)[CH2:20][CH2:19]1. (10) Given the product [CH2:19]([C:21]1([CH2:28][CH3:29])[CH2:26][O:25][C:24]2([O:6][CH2:7][C:8]3([CH:9]=[CH:10][CH2:11][CH2:12]3)[CH2:13][O:14]2)[O:23][CH2:22]1)[CH3:20], predict the reactants needed to synthesize it. The reactants are: C([Sn]1(CCCC)[O:14][CH2:13][C:8]2([CH2:12][CH:11]=[CH:10][CH2:9]2)[CH2:7][O:6]1)CCC.[CH2:19]([C:21]1([CH2:28][CH3:29])[CH2:26][O:25][C:24](=S)[O:23][CH2:22]1)[CH3:20].